This data is from Forward reaction prediction with 1.9M reactions from USPTO patents (1976-2016). The task is: Predict the product of the given reaction. (1) Given the reactants [CH:1]([S:4]([C:7]1[CH:12]=[CH:11][C:10]([C:13]2[N:14]=[C:15]3[C:21]([NH2:22])=[CH:20][N:19]([C:23]([C:36]4[CH:41]=[CH:40][CH:39]=[CH:38][CH:37]=4)([C:30]4[CH:35]=[CH:34][CH:33]=[CH:32][CH:31]=4)[C:24]4[CH:29]=[CH:28][CH:27]=[CH:26][CH:25]=4)[C:16]3=[N:17][CH:18]=2)=[CH:9][CH:8]=1)(=[O:6])=[O:5])([CH3:3])[CH3:2].C[Al](C)C.CCCCCCC.[Br:53][C:54]1[CH:55]=[C:56]2[C:60](=[CH:61][CH:62]=1)[C:59](=O)[O:58][CH2:57]2.C1C=CC(P(C2C=CC=CC=2)C2C=CC=CC=2)=CC=1.CCOC(/N=N/C(OCC)=O)=O, predict the reaction product. The product is: [Br:53][C:54]1[CH:55]=[C:56]2[C:60](=[CH:61][CH:62]=1)[C:59](=[O:58])[N:22]([C:21]1[C:15]3[C:16](=[N:17][CH:18]=[C:13]([C:10]4[CH:9]=[CH:8][C:7]([S:4]([CH:1]([CH3:3])[CH3:2])(=[O:6])=[O:5])=[CH:12][CH:11]=4)[N:14]=3)[N:19]([C:23]([C:36]3[CH:41]=[CH:40][CH:39]=[CH:38][CH:37]=3)([C:30]3[CH:31]=[CH:32][CH:33]=[CH:34][CH:35]=3)[C:24]3[CH:29]=[CH:28][CH:27]=[CH:26][CH:25]=3)[CH:20]=1)[CH2:57]2. (2) Given the reactants C(OC(=O)[NH:7][C@H:8]1[CH2:13][CH2:12][C@@H:11]([NH:14][C:15]2[N:20]=[C:19]([NH:21][CH3:22])[CH:18]=[CH:17][N:16]=2)[CH2:10][CH2:9]1)(C)(C)C.Cl, predict the reaction product. The product is: [NH2:7][C@@H:8]1[CH2:9][CH2:10][C@H:11]([NH:14][C:15]2[N:20]=[C:19]([NH:21][CH3:22])[CH:18]=[CH:17][N:16]=2)[CH2:12][CH2:13]1. (3) Given the reactants C(Cl)(=O)C(Cl)=O.[CH3:7][O:8][CH2:9][CH2:10][N:11]([CH2:24][CH2:25][O:26][CH3:27])[C:12]1[CH:20]=[CH:19][C:15]([C:16]([OH:18])=O)=[CH:14][C:13]=1[N+:21]([O-:23])=[O:22].O[N:29]=[C:30]([C:32]1[CH:37]=[CH:36][CH:35]=[CH:34][C:33]=1[O:38][CH3:39])[NH2:31].CCN(C(C)C)C(C)C, predict the reaction product. The product is: [CH3:27][O:26][CH2:25][CH2:24][N:11]([CH2:10][CH2:9][O:8][CH3:7])[C:12]1[CH:20]=[CH:19][C:15]([C:16]2[O:18][N:31]=[C:30]([C:32]3[CH:37]=[CH:36][CH:35]=[CH:34][C:33]=3[O:38][CH3:39])[N:29]=2)=[CH:14][C:13]=1[N+:21]([O-:23])=[O:22]. (4) The product is: [Br:18][C:12]1[S:11][C:10]([CH:13]2[O:17][CH2:16][CH2:15][O:14]2)=[CH:9][C:8]=1[O:1][C:2]1[CH:7]=[CH:6][CH:5]=[CH:4][CH:3]=1. Given the reactants [O:1]([C:8]1[CH:9]=[C:10]([CH:13]2[O:17][CH2:16][CH2:15][O:14]2)[S:11][CH:12]=1)[C:2]1[CH:7]=[CH:6][CH:5]=[CH:4][CH:3]=1.[Br:18]N1C(=O)CCC1=O.C(=O)(O)[O-].[Na+], predict the reaction product. (5) Given the reactants C([O:5][C@@H:6]([C@H:8]1[CH2:12][O:11][C:10](=[O:13])[N:9]1[C:14]1[CH:19]=[CH:18][N:17]=[C:16]([NH:20][CH:21]([C:23]2[O:27][N:26]=[C:25]([C:28]3[CH:33]=[CH:32][C:31]([O:34][C:35]([F:38])([F:37])[F:36])=[C:30]([Cl:39])[CH:29]=3)[N:24]=2)[CH3:22])[N:15]=1)[CH3:7])(C)(C)C.C(O)(C(F)(F)F)=O.O, predict the reaction product. The product is: [Cl:39][C:30]1[CH:29]=[C:28]([C:25]2[N:24]=[C:23]([C@H:21]([NH:20][C:16]3[N:15]=[C:14]([N:9]4[C@@H:8]([CH:6]([OH:5])[CH3:7])[CH2:12][O:11][C:10]4=[O:13])[CH:19]=[CH:18][N:17]=3)[CH3:22])[O:27][N:26]=2)[CH:33]=[CH:32][C:31]=1[O:34][C:35]([F:36])([F:38])[F:37].